This data is from Full USPTO retrosynthesis dataset with 1.9M reactions from patents (1976-2016). The task is: Predict the reactants needed to synthesize the given product. (1) The reactants are: [Cl:1][C:2]1[CH:7]=[CH:6][CH:5]=[CH:4][C:3]=1B(O)O.Br[C:12]1[CH:13]=[N:14][CH:15]=[CH:16][CH:17]=1.C(=O)([O-])[O-].[K+].[K+]. Given the product [Cl:1][C:2]1[CH:7]=[CH:6][CH:5]=[CH:4][C:3]=1[C:13]1[CH:12]=[CH:17][CH:16]=[CH:15][N:14]=1, predict the reactants needed to synthesize it. (2) The reactants are: [CH3:1][CH:2]1[CH2:11][C:10]2[C:5](=[CH:6][CH:7]=[C:8]([O:12][CH3:13])[CH:9]=2)[CH:4]([C:14]2[CH:19]=[CH:18][C:17]([N+:20]([O-:22])=[O:21])=[CH:16][CH:15]=2)[O:3]1.[OH-:23].[Na+].Cl. Given the product [OH:23][C:4]1([C:14]2[CH:19]=[CH:18][C:17]([N+:20]([O-:22])=[O:21])=[CH:16][CH:15]=2)[C:5]2[C:10](=[CH:9][C:8]([O:12][CH3:13])=[CH:7][CH:6]=2)[CH2:11][CH:2]([CH3:1])[O:3]1, predict the reactants needed to synthesize it. (3) The reactants are: [ClH:1].[CH3:2][C:3]1([C:16]([O:18][CH3:19])=[O:17])[CH2:8][CH2:7][N:6](C(OC(C)(C)C)=O)[CH2:5][CH2:4]1. Given the product [ClH:1].[CH3:2][C:3]1([C:16]([O:18][CH3:19])=[O:17])[CH2:8][CH2:7][NH:6][CH2:5][CH2:4]1, predict the reactants needed to synthesize it. (4) The reactants are: C[C:2]1([CH3:10])[O:9][C:7](=[O:8])[CH2:6][C:4](=[O:5])O1.C(Cl)Cl.N1C=CC=CC=1.[Cl:20][C:21]1[CH:26]=[CH:25][C:24]([CH:27](C)[C:28](Cl)=O)=[CH:23][CH:22]=1.Cl.C(O)C. Given the product [Cl:20][C:21]1[CH:26]=[CH:25][C:24]([CH:27]([CH3:28])[C:4](=[O:5])[CH2:6][C:7]([O:9][CH2:2][CH3:10])=[O:8])=[CH:23][CH:22]=1, predict the reactants needed to synthesize it. (5) Given the product [NH2:18][C@@H:19]1[CH2:24][CH2:23][C@H:22]([NH:25][C:35]2[N:40]3[N:41]=[C:42]([NH:44][C:45]4[CH:52]=[CH:51][C:48]([C:49]([NH2:50])=[O:62])=[CH:47][CH:46]=4)[N:43]=[C:39]3[CH:38]=[CH:37][CH:36]=2)[CH2:21][CH2:20]1, predict the reactants needed to synthesize it. The reactants are: C(C1C=CC(NC2N=C3C=CC=C([NH:18][C@@H:19]4[CH2:24][CH2:23][C@H:22]([NH:25]C(=O)OC(C)(C)C)[CH2:21][CH2:20]4)N3N=2)=CC=1)#N.Br[C:35]1[N:40]2[N:41]=[C:42]([NH:44][C:45]3[CH:52]=[CH:51][C:48]([C:49]#[N:50])=[CH:47][CH:46]=3)[N:43]=[C:39]2[CH:38]=[CH:37][CH:36]=1.N[C@@H]1CC[C@H](NC(=O)[O:62]C(C)(C)C)CC1.C(=O)([O-])[O-].[Cs+].[Cs+].C1(P(C2C=CC=CC=2)C2C3OC4C(=CC=CC=4P(C4C=CC=CC=4)C4C=CC=CC=4)C(C)(C)C=3C=CC=2)C=CC=CC=1. (6) Given the product [Br:1][C:2]1[CH:3]=[CH:4][C:5]([NH:11][C:12]2[CH:13]=[CH:14][C:15]([C:16]([O:18][CH2:19][CH3:20])=[O:17])=[CH:21][CH:22]=2)=[C:6]([C:7]#[N:8])[CH:9]=1, predict the reactants needed to synthesize it. The reactants are: [Br:1][C:2]1[CH:3]=[CH:4][C:5](F)=[C:6]([CH:9]=1)[C:7]#[N:8].[NH2:11][C:12]1[CH:22]=[CH:21][C:15]([C:16]([O:18][CH2:19][CH3:20])=[O:17])=[CH:14][CH:13]=1.CC([O-])(C)C.[K+].CS(C)=O. (7) Given the product [NH2:1][C:2]1[NH:3][C:4](=[O:22])[C:5]2[C:10]([CH3:11])=[CH:9][N:8]([C@@H:12]3[O:18][C@H:17]([CH2:19][OH:20])[C@@H:15]([OH:16])[C@H:13]3[OH:14])[C:6]=2[N:7]=1, predict the reactants needed to synthesize it. The reactants are: [NH2:1][C:2]1[N:3]=[C:4](Cl)[C:5]2[C:10]([CH3:11])=[CH:9][N:8]([C@@H:12]3[O:18][C@H:17]([CH2:19][OH:20])[C@@H:15]([OH:16])[C@H:13]3[OH:14])[C:6]=2[N:7]=1.[OH-:22].[Na+].